This data is from Peptide-MHC class II binding affinity with 134,281 pairs from IEDB. The task is: Regression. Given a peptide amino acid sequence and an MHC pseudo amino acid sequence, predict their binding affinity value. This is MHC class II binding data. The peptide sequence is WMTGRMGERQLQKIE. The MHC is DRB1_0901 with pseudo-sequence DRB1_0901. The binding affinity (normalized) is 0.295.